Dataset: Catalyst prediction with 721,799 reactions and 888 catalyst types from USPTO. Task: Predict which catalyst facilitates the given reaction. Product: [Br:7][C:8]1[CH:25]=[C:24]([N+:26]([O-:28])=[O:27])[CH:23]=[C:22]([Br:29])[C:9]=1[O:10][C:11]1[CH:16]=[CH:15][C:14]([OH:17])=[C:13]([CH:19]([CH3:21])[CH3:20])[CH:12]=1. Reactant: C(OCC)(=O)C.[Br:7][C:8]1[CH:25]=[C:24]([N+:26]([O-:28])=[O:27])[CH:23]=[C:22]([Br:29])[C:9]=1[O:10][C:11]1[CH:16]=[CH:15][C:14]([O:17]C)=[C:13]([CH:19]([CH3:21])[CH3:20])[CH:12]=1.B(Br)(Br)Br. The catalyst class is: 4.